From a dataset of Catalyst prediction with 721,799 reactions and 888 catalyst types from USPTO. Predict which catalyst facilitates the given reaction. (1) Reactant: [F:1][C:2]1[CH:10]=[CH:9][C:5]([C:6]([OH:8])=[O:7])=[CH:4][C:3]=1[N+:11]([O-:13])=[O:12].[CH3:14][Si](C=[N+]=[N-])(C)C.O. Product: [CH3:14][O:7][C:6](=[O:8])[C:5]1[CH:9]=[CH:10][C:2]([F:1])=[C:3]([N+:11]([O-:13])=[O:12])[CH:4]=1. The catalyst class is: 98. (2) Reactant: [NH2:1][C:2]1[NH:3][CH2:4][CH2:5][CH2:6][N:7]=1.[Br:8][C:9]1[CH:42]=[CH:41][C:12]2[N:13]=[C:14]([NH:16][C@H:17]([C:34]([O:36][C:37]([CH3:40])([CH3:39])[CH3:38])=[O:35])[CH2:18][NH:19][C:20](=[O:33])[C:21]3[CH:26]=[CH:25][C:24]([CH2:27][CH2:28][C:29](OC)=[O:30])=[CH:23][CH:22]=3)[S:15][C:11]=2[CH:10]=1. Product: [Br:8][C:9]1[CH:42]=[CH:41][C:12]2[N:13]=[C:14]([NH:16][C@H:17]([C:34]([O:36][C:37]([CH3:38])([CH3:39])[CH3:40])=[O:35])[CH2:18][NH:19][C:20](=[O:33])[C:21]3[CH:22]=[CH:23][C:24]([CH2:27][CH2:28][C:29](=[O:30])[NH:1][C:2]4[NH:7][CH2:6][CH2:5][CH2:4][N:3]=4)=[CH:25][CH:26]=3)[S:15][C:11]=2[CH:10]=1. The catalyst class is: 1. (3) Reactant: [NH2:1][C:2]1[CH:7]=[CH:6][C:5]([OH:8])=[C:4]([F:9])[CH:3]=1.[CH3:10][N:11]1[C:15]([CH3:16])=[C:14]([C:17](O)=[O:18])[C:13](=[O:20])[N:12]1[C:21]1[CH:26]=[CH:25][CH:24]=[CH:23][CH:22]=1.CCN=C=NCCCN(C)C.C1C=NC2N(O)N=NC=2C=1. Product: [F:9][C:4]1[CH:3]=[C:2]([NH:1][C:17]([C:14]2[C:13](=[O:20])[N:12]([C:21]3[CH:22]=[CH:23][CH:24]=[CH:25][CH:26]=3)[N:11]([CH3:10])[C:15]=2[CH3:16])=[O:18])[CH:7]=[CH:6][C:5]=1[OH:8]. The catalyst class is: 2. (4) Reactant: [CH3:1][C:2]1([CH3:21])[O:6][CH:5]([CH2:7][O:8][C:9]2[CH:14]=[CH:13][N:12]3[C:15]([C:18]([OH:20])=O)=[CH:16][N:17]=[C:11]3[CH:10]=2)[CH2:4][O:3]1.C(Cl)(=O)C(Cl)=O.[CH3:28][C:29]1[C:37]2[C:36]([NH2:38])=[CH:35][CH:34]=[CH:33][C:32]=2[N:31]([CH2:39][C:40]2[CH:45]=[CH:44][CH:43]=[C:42]([CH3:46])[N:41]=2)[N:30]=1.C(N(C(C)C)CC)(C)C. Product: [CH3:21][C:2]1([CH3:1])[O:6][CH:5]([CH2:7][O:8][C:9]2[CH:14]=[CH:13][N:12]3[C:15]([C:18]([NH:38][C:36]4[CH:35]=[CH:34][CH:33]=[C:32]5[C:37]=4[C:29]([CH3:28])=[N:30][N:31]5[CH2:39][C:40]4[CH:45]=[CH:44][CH:43]=[C:42]([CH3:46])[N:41]=4)=[O:20])=[CH:16][N:17]=[C:11]3[CH:10]=2)[CH2:4][O:3]1. The catalyst class is: 120. (5) Reactant: [CH:1]([C:3]1[C:4]([O:14][CH2:15][C:16]2[CH:39]=[CH:38][C:19]([O:20][CH2:21][C:22]3[N:23]=[C:24]([C:28]4[O:32][C:31]([C:33]([O:35][CH2:36][CH3:37])=[O:34])=[CH:30][CH:29]=4)[O:25][C:26]=3[CH3:27])=[C:18]([O:40][CH3:41])[CH:17]=2)=[N:5][N:6]([C:8]2[CH:13]=[CH:12][CH:11]=[CH:10][CH:9]=2)[CH:7]=1)=O.[CH2:42]([P:51](=[O:58])([O:55][CH2:56][CH3:57])[O:52][CH2:53][CH3:54])P(=O)(OCC)OCC.CN(C)C=O.[H-].[Na+]. Product: [CH2:56]([O:55][P:51](/[CH:42]=[CH:1]/[C:3]1[C:4]([O:14][CH2:15][C:16]2[CH:39]=[CH:38][C:19]([O:20][CH2:21][C:22]3[N:23]=[C:24]([C:28]4[O:32][C:31]([C:33]([O:35][CH2:36][CH3:37])=[O:34])=[CH:30][CH:29]=4)[O:25][C:26]=3[CH3:27])=[C:18]([O:40][CH3:41])[CH:17]=2)=[N:5][N:6]([C:8]2[CH:9]=[CH:10][CH:11]=[CH:12][CH:13]=2)[CH:7]=1)([O:52][CH2:53][CH3:54])=[O:58])[CH3:57]. The catalyst class is: 6. (6) The catalyst class is: 7. Reactant: [Br:1][C:2]1[CH:3]=[CH:4][C:5]2[O:14][CH2:13][CH2:12][N:11]3[C:7](=[N:8][C:9](I)=[CH:10]3)[C:6]=2[CH:16]=1.CC[Mg+].[Br-].[C:21](=[O:23])=[O:22].Cl. Product: [Br:1][C:2]1[CH:3]=[CH:4][C:5]2[O:14][CH2:13][CH2:12][N:11]3[C:7](=[N:8][C:9]([C:21]([OH:23])=[O:22])=[CH:10]3)[C:6]=2[CH:16]=1.